The task is: Predict the product of the given reaction.. This data is from Forward reaction prediction with 1.9M reactions from USPTO patents (1976-2016). (1) Given the reactants C([O:8][C:9]1[C:42]([CH3:43])=[CH:41][C:12]([C:13]([C:15]2[N:20]=[CH:19][N:18]=[C:17]([N:21]3[CH2:26][CH2:25][CH:24]([N:27]4[CH2:33][CH2:32][C:31]5[CH:34]=[C:35]([O:38][CH3:39])[CH:36]=[CH:37][C:30]=5[NH:29][C:28]4=[O:40])[CH2:23][CH2:22]3)[CH:16]=2)=[O:14])=[CH:11][C:10]=1[CH3:44])C1C=CC=CC=1.[H][H], predict the reaction product. The product is: [OH:8][C:9]1[C:42]([CH3:43])=[CH:41][C:12]([C:13]([C:15]2[N:20]=[CH:19][N:18]=[C:17]([N:21]3[CH2:22][CH2:23][CH:24]([N:27]4[CH2:33][CH2:32][C:31]5[CH:34]=[C:35]([O:38][CH3:39])[CH:36]=[CH:37][C:30]=5[NH:29][C:28]4=[O:40])[CH2:25][CH2:26]3)[CH:16]=2)=[O:14])=[CH:11][C:10]=1[CH3:44]. (2) Given the reactants [CH3:1][O:2][C:3](=[O:16])[C:4]([C:7]1[CH:15]=[CH:14][C:10]([C:11]([OH:13])=O)=[CH:9][CH:8]=1)([CH3:6])[CH3:5].[Cl:17][C:18]1[CH:19]=[CH:20][C:21]2[N:22]([CH:24]=[C:25]([NH2:27])[N:26]=2)[CH:23]=1, predict the reaction product. The product is: [Cl:17][C:18]1[CH:19]=[CH:20][C:21]2[N:22]([CH:24]=[C:25]([NH:27][C:11]([C:10]3[CH:9]=[CH:8][C:7]([C:4]([CH3:5])([CH3:6])[C:3]([O:2][CH3:1])=[O:16])=[CH:15][CH:14]=3)=[O:13])[N:26]=2)[CH:23]=1. (3) The product is: [C:21]([O:25][C:26]([N:28]1[CH:33]2[CH2:34][CH2:35][CH:29]1[CH2:30][N:31]([C:36]([C:38]1[N:39]=[N:40][C:41]([NH:44][C:10]3[N:11]=[CH:12][C:7]4[CH:6]=[C:5]([C:3](=[O:4])[N:2]([CH3:20])[CH3:1])[N:14]([CH:15]5[CH2:19][CH2:18][CH2:17][CH2:16]5)[C:8]=4[N:9]=3)=[CH:42][CH:43]=1)=[O:37])[CH2:32]2)=[O:27])([CH3:24])([CH3:22])[CH3:23]. Given the reactants [CH3:1][N:2]([CH3:20])[C:3]([C:5]1[N:14]([CH:15]2[CH2:19][CH2:18][CH2:17][CH2:16]2)[C:8]2[N:9]=[C:10](Cl)[N:11]=[CH:12][C:7]=2[CH:6]=1)=[O:4].[C:21]([O:25][C:26]([N:28]1[CH:33]2[CH2:34][CH2:35][CH:29]1[CH2:30][N:31]([C:36]([C:38]1[N:39]=[N:40][C:41]([NH2:44])=[CH:42][CH:43]=1)=[O:37])[CH2:32]2)=[O:27])([CH3:24])([CH3:23])[CH3:22].C([O-])([O-])=O.[Cs+].[Cs+], predict the reaction product. (4) Given the reactants [CH3:1][C:2]1([CH3:33])[O:6][C@@H:5]2[C:7]([CH2:12][O:13][C:14]([C:27]3[CH:32]=[CH:31][CH:30]=[CH:29][CH:28]=3)([C:21]3[CH:26]=[CH:25][CH:24]=[CH:23][CH:22]=3)[C:15]3[CH:20]=[CH:19][CH:18]=[CH:17][CH:16]=3)=[CH:8][C@@H:9]([CH:10]=[CH2:11])[C@@H:4]2[O:3]1.CC(C)=[O:36], predict the reaction product. The product is: [CH3:1][C:2]1([CH3:33])[O:6][C@@H:5]2[C:7]([CH2:12][O:13][C:14]([C:27]3[CH:32]=[CH:31][CH:30]=[CH:29][CH:28]=3)([C:15]3[CH:16]=[CH:17][CH:18]=[CH:19][CH:20]=3)[C:21]3[CH:22]=[CH:23][CH:24]=[CH:25][CH:26]=3)=[CH:8][C@@H:9]([C@H:10]3[CH2:11][O:36]3)[C@@H:4]2[O:3]1.